Dataset: Full USPTO retrosynthesis dataset with 1.9M reactions from patents (1976-2016). Task: Predict the reactants needed to synthesize the given product. (1) Given the product [CH3:24][C:11]1[CH:10]=[C:9]([NH2:8])[CH:17]=[C:16]2[C:12]=1[CH:13]=[N:14][N:15]2[CH:18]1[CH2:23][CH2:22][CH2:21][CH2:20][O:19]1, predict the reactants needed to synthesize it. The reactants are: C1(C(C2C=CC=CC=2)=[N:8][C:9]2[CH:17]=[C:16]3[C:12]([CH:13]=[N:14][N:15]3[CH:18]3[CH2:23][CH2:22][CH2:21][CH2:20][O:19]3)=[C:11]([CH3:24])[CH:10]=2)C=CC=CC=1. (2) Given the product [CH3:16][O:17][C:18]1[CH:23]=[C:22]([CH3:24])[CH:21]=[CH:20][C:19]=1[S:25]([NH:15][C@@H:10]1[CH2:11][CH2:12][CH2:13][CH2:14][C@H:9]1[CH2:8][N:2]1[CH2:7][CH2:6][CH2:5][CH2:4][CH2:3]1)(=[O:26])=[O:27], predict the reactants needed to synthesize it. The reactants are: Cl.[N:2]1([CH2:8][C@@H:9]2[CH2:14][CH2:13][CH2:12][CH2:11][C@H:10]2[NH2:15])[CH2:7][CH2:6][CH2:5][CH2:4][CH2:3]1.[CH3:16][O:17][C:18]1[CH:23]=[C:22]([CH3:24])[CH:21]=[CH:20][C:19]=1[S:25](Cl)(=[O:27])=[O:26].C(N(CC)CC)C. (3) Given the product [CH2:1]([C:8]([NH:10][C@@H:11]([CH3:14])[CH:12]=[O:13])=[O:9])[C:2]1[CH:7]=[CH:6][CH:5]=[CH:4][CH:3]=1, predict the reactants needed to synthesize it. The reactants are: [CH2:1]([C:8]([NH:10][C@@H:11]([CH3:14])[CH2:12][OH:13])=[O:9])[C:2]1[CH:7]=[CH:6][CH:5]=[CH:4][CH:3]=1.CC(OI1(OC(C)=O)(OC(C)=O)OC(=O)C2C=CC=CC1=2)=O. (4) Given the product [CH3:18][C@@H:17]([NH:16][C:6](=[O:7])[O:8][CH2:9][C:10]1[CH:15]=[CH:14][CH:13]=[CH:12][CH:11]=1)[C:19](=[O:20])[N:1]1[CH2:5][CH2:4][CH2:3][CH2:2]1, predict the reactants needed to synthesize it. The reactants are: [NH:1]1[CH2:5][CH2:4][CH2:3][CH2:2]1.[C:6]([NH:16][C@@H:17]([C:19](O)=[O:20])[CH3:18])([O:8][CH2:9][C:10]1[CH:15]=[CH:14][CH:13]=[CH:12][CH:11]=1)=[O:7].C1C=NC2N(O)N=NC=2C=1.CN1CCOCC1.C(Cl)CCl. (5) Given the product [N:1]1[C:10]2[C:5](=[CH:6][CH:7]=[CH:8][CH:9]=2)[CH:4]=[C:3]([C:11]([Cl:22])=[O:13])[CH:2]=1, predict the reactants needed to synthesize it. The reactants are: [N:1]1[C:10]2[C:5](=[CH:6][CH:7]=[CH:8][CH:9]=2)[CH:4]=[C:3]([C:11]([OH:13])=O)[CH:2]=1.CN(C)C=O.C(Cl)(=O)C([Cl:22])=O. (6) Given the product [Cl:17][C:8]1[CH:7]=[C:6]([C:11]([F:14])([F:13])[F:12])[N:5]=[C:4]([CH:1]2[CH2:3][CH2:2]2)[N:9]=1, predict the reactants needed to synthesize it. The reactants are: [CH:1]1([C:4]2[N:9]=[C:8](O)[CH:7]=[C:6]([C:11]([F:14])([F:13])[F:12])[N:5]=2)[CH2:3][CH2:2]1.O=P(Cl)(Cl)[Cl:17]. (7) Given the product [Br:1][C:2]1[CH:3]=[C:4]2[C:9](=[C:10]([CH2:12][OH:13])[CH:11]=1)[N:8]=[CH:7][CH:6]=[CH:5]2, predict the reactants needed to synthesize it. The reactants are: [Br:1][C:2]1[CH:3]=[C:4]2[C:9](=[C:10]([C:12](OC)=[O:13])[CH:11]=1)[N:8]=[CH:7][CH:6]=[CH:5]2.[H-].[Al+3].[Li+].[H-].[H-].[H-]. (8) Given the product [CH3:11][O:10][C:8]([C:5]1[CH:4]=[CH:3][C:2]([NH:1][CH2:24][C:25]([F:28])([F:27])[F:26])=[CH:7][N:6]=1)=[O:9], predict the reactants needed to synthesize it. The reactants are: [NH2:1][C:2]1[CH:3]=[CH:4][C:5]([C:8]([O:10][CH3:11])=[O:9])=[N:6][CH:7]=1.C(=O)([O-])[O-].[Cs+].[Cs+].FC(F)(F)S(O[CH2:24][C:25]([F:28])([F:27])[F:26])(=O)=O.